Dataset: Full USPTO retrosynthesis dataset with 1.9M reactions from patents (1976-2016). Task: Predict the reactants needed to synthesize the given product. (1) Given the product [CH3:1][O:2][C:3]1[CH:4]=[CH:5][C:6]([CH2:17][C:26](=[O:27])[C:28]2[CH:32]=[CH:31][S:30][CH:29]=2)=[C:7]([NH:9][C:10](=[O:16])[O:11][C:12]([CH3:13])([CH3:14])[CH3:15])[CH:8]=1, predict the reactants needed to synthesize it. The reactants are: [CH3:1][O:2][C:3]1[CH:4]=[CH:5][C:6]([CH3:17])=[C:7]([NH:9][C:10](=[O:16])[O:11][C:12]([CH3:15])([CH3:14])[CH3:13])[CH:8]=1.C([Li])(CC)C.CON(C)[C:26]([C:28]1[CH:32]=[CH:31][S:30][CH:29]=1)=[O:27].[Cl-].[NH4+]. (2) Given the product [CH3:27][O:1][C:2]1[CH:11]=[CH:10][C:9]2[C:4](=[CH:5][CH:6]=[C:7]([CH2:12][CH2:13][CH2:14][CH2:15][CH2:16][CH2:17][CH2:18][CH2:19][CH2:20][CH2:21][CH2:22][CH3:23])[CH:8]=2)[C:3]=1[C:24]([NH2:26])=[O:25], predict the reactants needed to synthesize it. The reactants are: [OH:1][C:2]1[CH:11]=[CH:10][C:9]2[C:4](=[CH:5][CH:6]=[C:7]([CH2:12][CH2:13][CH2:14][CH2:15][CH2:16][CH2:17][CH2:18][CH2:19][CH2:20][CH2:21][CH2:22][CH3:23])[CH:8]=2)[C:3]=1[C:24]([NH2:26])=[O:25].[C:27](=O)([O-])[O-].[K+].[K+].CI.O. (3) Given the product [CH3:35][N:26]1[C:27]2[C:23](=[CH:22][CH:30]=[C:29]([C:31]([O:33][CH3:34])=[O:32])[CH:28]=2)/[C:24](=[C:39](/[NH:1][C:2]2[CH:3]=[C:4]3[C:8](=[CH:9][CH:10]=2)[N:7]([C:11](=[O:20])[CH2:12][N:13]2[CH2:18][CH2:17][N:16]([CH3:19])[CH2:15][CH2:14]2)[CH:6]=[CH:5]3)\[C:40]2[CH:45]=[CH:44][CH:43]=[CH:42][CH:41]=2)/[C:25]1=[O:38], predict the reactants needed to synthesize it. The reactants are: [NH2:1][C:2]1[CH:3]=[C:4]2[C:8](=[CH:9][CH:10]=1)[N:7]([C:11](=[O:20])[CH2:12][N:13]1[CH2:18][CH2:17][N:16]([CH3:19])[CH2:15][CH2:14]1)[CH:6]=[CH:5]2.C[C:22]1[CH:30]=[C:29]([C:31]([O:33][CH3:34])=[O:32])[CH:28]=[C:27]2[C:23]=1/[C:24](=[C:39](/OC)\[C:40]1[CH:45]=[CH:44][CH:43]=[CH:42][CH:41]=1)/[C:25](=[O:38])[N:26]2[C:35](=O)C.[OH-].[K+]. (4) Given the product [NH2:1][C:2]1[N:7]=[CH:6][N:5]=[C:4]2[N:8]([CH:20]3[CH2:25][CH2:24][N:23]([C:26]([O:28][CH2:29][C:30]4[CH:31]=[CH:32][CH:33]=[CH:34][CH:35]=4)=[O:27])[CH2:22][CH2:21]3)[N:9]=[C:10]([C:11]3[CH:16]=[CH:15][C:14]([NH:17][CH2:41][C:40]4[O:43][C:37]([CH3:36])=[CH:38][CH:39]=4)=[C:13]([O:18][CH3:19])[CH:12]=3)[C:3]=12, predict the reactants needed to synthesize it. The reactants are: [NH2:1][C:2]1[N:7]=[CH:6][N:5]=[C:4]2[N:8]([CH:20]3[CH2:25][CH2:24][N:23]([C:26]([O:28][CH2:29][C:30]4[CH:35]=[CH:34][CH:33]=[CH:32][CH:31]=4)=[O:27])[CH2:22][CH2:21]3)[N:9]=[C:10]([C:11]3[CH:16]=[CH:15][C:14]([NH2:17])=[C:13]([O:18][CH3:19])[CH:12]=3)[C:3]=12.[CH3:36][C:37]1[O:43][C:40]([CH:41]=O)=[CH:39][CH:38]=1.C(O)(=O)C.C(O[BH-](OC(=O)C)OC(=O)C)(=O)C.[Na+]. (5) Given the product [C:1]1(=[C:14]([C:11]2[S:12][CH:13]=[C:9]([CH3:8])[N:10]=2)[C:15]#[N:16])[CH2:6][CH2:5][CH2:4][CH2:3][CH2:2]1, predict the reactants needed to synthesize it. The reactants are: [C:1]1(=O)[CH2:6][CH2:5][CH2:4][CH2:3][CH2:2]1.[CH3:8][C:9]1[N:10]=[C:11]([CH2:14][C:15]#[N:16])[S:12][CH:13]=1.